This data is from Full USPTO retrosynthesis dataset with 1.9M reactions from patents (1976-2016). The task is: Predict the reactants needed to synthesize the given product. (1) Given the product [F:1][C:2]([F:7])([F:6])[C:3]([OH:5])=[O:4].[F:8][C:9]([F:14])([F:13])[C:10]([OH:12])=[O:11].[Cl:22][C:23]1[CH:24]=[N:25][C:26]2[NH:27][C:28]3[CH:29]=[N:30][CH:31]=[C:32]([CH:54]=3)[CH2:33][CH2:34][C:35]3[CH:43]=[C:39]([NH:40][C:41]=1[N:42]=2)[CH:38]=[CH:37][C:36]=3[NH:44][C:45](=[O:53])[CH2:46][CH:47]1[CH2:52][CH2:51][N:50]([S:61]([C:57]2[CH:58]=[N:59][O:60][C:56]=2[CH3:55])(=[O:63])=[O:62])[CH2:49][CH2:48]1, predict the reactants needed to synthesize it. The reactants are: [F:1][C:2]([F:7])([F:6])[C:3]([OH:5])=[O:4].[F:8][C:9]([F:14])([F:13])[C:10]([OH:12])=[O:11].FC(F)(F)C(O)=O.[Cl:22][C:23]1[CH:24]=[N:25][C:26]2[NH:27][C:28]3[CH:29]=[N:30][CH:31]=[C:32]([CH:54]=3)[CH2:33][CH2:34][C:35]3[CH:43]=[C:39]([NH:40][C:41]=1[N:42]=2)[CH:38]=[CH:37][C:36]=3[NH:44][C:45](=[O:53])[CH2:46][CH:47]1[CH2:52][CH2:51][NH:50][CH2:49][CH2:48]1.[CH3:55][C:56]1[O:60][N:59]=[CH:58][C:57]=1[S:61](Cl)(=[O:63])=[O:62]. (2) Given the product [C:1]([O:5][C:6]([N:8]1[C:16]2[CH:15]=[CH:14][N:13]=[CH:12][C:11]=2[CH:10]=[C:9]1[CH2:17][N:18]1[CH2:23][CH2:22][NH:21][CH2:20][C:19]1=[O:34])=[O:7])([CH3:4])([CH3:2])[CH3:3], predict the reactants needed to synthesize it. The reactants are: [C:1]([O:5][C:6]([N:8]1[C:16]2[CH:15]=[CH:14][N:13]=[CH:12][C:11]=2[CH:10]=[C:9]1[CH2:17][N:18]1[CH2:23][CH2:22][N:21](C(OCC2C=CC=CC=2)=O)[CH2:20][C:19]1=[O:34])=[O:7])([CH3:4])([CH3:3])[CH3:2]. (3) Given the product [CH3:19][O:14][C:13](=[O:15])[C:12]1[CH:16]=[CH:17][C:9]([CH2:8][N:5]2[CH2:4][CH2:3][N:2]([CH3:1])[CH2:7][CH2:6]2)=[CH:10][CH:11]=1, predict the reactants needed to synthesize it. The reactants are: [CH3:1][N:2]1[CH2:7][CH2:6][N:5]([CH2:8][C:9]2[CH:17]=[CH:16][C:12]([C:13]([OH:15])=[O:14])=[CH:11][CH:10]=2)[CH2:4][CH2:3]1.Cl[CH2:19]C1C=CC(C(O)=O)=CC=1.COC(=O)C1C=CC(CCl)=CC=1.CN1CCNCC1. (4) Given the product [Cl:15][C:11]1[CH:12]=[C:13]2[C:8](=[C:9]([CH2:16][C:17]#[N:18])[CH:10]=1)[NH:7][C:6]([C:4]([OH:5])=[O:3])=[CH:14]2, predict the reactants needed to synthesize it. The reactants are: C([O:3][C:4]([C:6]1[NH:7][C:8]2[C:13]([CH:14]=1)=[CH:12][C:11]([Cl:15])=[CH:10][C:9]=2[CH2:16][C:17]#[N:18])=[O:5])C.O[Li].O. (5) Given the product [CH3:16][CH:17]([CH3:33])[C:18]([NH:20][C:21]1[CH:26]=[CH:25][CH:24]=[C:23]([CH:27]2[CH2:32][CH2:31][N:30]([CH2:12][C:11]3[CH:10]=[N:9][C:8]([O:1][C:2]4[CH:7]=[CH:6][CH:5]=[CH:4][CH:3]=4)=[CH:15][CH:14]=3)[CH2:29][CH2:28]2)[CH:22]=1)=[O:19], predict the reactants needed to synthesize it. The reactants are: [O:1]([C:8]1[CH:15]=[CH:14][C:11]([CH:12]=O)=[CH:10][N:9]=1)[C:2]1[CH:7]=[CH:6][CH:5]=[CH:4][CH:3]=1.[CH3:16][CH:17]([CH3:33])[C:18]([NH:20][C:21]1[CH:26]=[CH:25][CH:24]=[C:23]([CH:27]2[CH2:32][CH2:31][NH:30][CH2:29][CH2:28]2)[CH:22]=1)=[O:19]. (6) The reactants are: [C:1]([O:5][C:6]([N:8]1[CH2:13][CH2:12][N:11]([C:14]2[N:19]=[C:18]([C:20]3[CH:25]=[CH:24][N:23]=[C:22]([F:26])[CH:21]=3)[C:17]([C:27]3[CH:32]=[CH:31][CH:30]=[CH:29][CH:28]=3)=[C:16]([C:33](O)=[O:34])[CH:15]=2)[CH2:10][CH2:9]1)=[O:7])([CH3:4])([CH3:3])[CH3:2].C[N:37](C(ON1N=NC2C=CC=NC1=2)=[N+](C)C)C.F[P-](F)(F)(F)(F)F.CCN(C(C)C)C(C)C.[NH4+].[Cl-]. Given the product [C:1]([O:5][C:6]([N:8]1[CH2:13][CH2:12][N:11]([C:14]2[N:19]=[C:18]([C:20]3[CH:25]=[CH:24][N:23]=[C:22]([F:26])[CH:21]=3)[C:17]([C:27]3[CH:32]=[CH:31][CH:30]=[CH:29][CH:28]=3)=[C:16]([C:33](=[O:34])[NH2:37])[CH:15]=2)[CH2:10][CH2:9]1)=[O:7])([CH3:2])([CH3:4])[CH3:3], predict the reactants needed to synthesize it. (7) The reactants are: [CH3:1][CH:2]1[CH2:6][C:5](=[O:7])[NH:4][C@@H:3]1[C:8]([O:10][C:11]([CH3:14])([CH3:13])[CH3:12])=[O:9].[CH3:15]I.[H-].[Na+]. Given the product [CH3:15][N:4]1[C:5](=[O:7])[CH2:6][CH:2]([CH3:1])[C@H:3]1[C:8]([O:10][C:11]([CH3:13])([CH3:12])[CH3:14])=[O:9], predict the reactants needed to synthesize it. (8) Given the product [Si:5]([O:6][CH2:7][CH2:8][N:9]([C:37]#[N:36])[C:10]1[CH:15]=[CH:14][C:13]([NH:16][C:17](=[O:33])[C:18]2[CH:23]=[CH:22][CH:21]=[N:20][C:19]=2[NH:24][C:25]([C:27]2[S:28][C:29]([Cl:32])=[CH:30][CH:31]=2)=[O:26])=[CH:12][CH:11]=1)([C:1]([CH3:4])([CH3:3])[CH3:2])([CH3:35])[CH3:34], predict the reactants needed to synthesize it. The reactants are: [C:1]([Si:5]([CH3:35])([CH3:34])[O:6][CH2:7][CH2:8][NH:9][C:10]1[CH:15]=[CH:14][C:13]([NH:16][C:17](=[O:33])[C:18]2[CH:23]=[CH:22][CH:21]=[N:20][C:19]=2[NH:24][C:25]([C:27]2[S:28][C:29]([Cl:32])=[CH:30][CH:31]=2)=[O:26])=[CH:12][CH:11]=1)([CH3:4])([CH3:3])[CH3:2].[N:36]#[C:37]Br.C(=O)(O)[O-].[Na+].